This data is from Forward reaction prediction with 1.9M reactions from USPTO patents (1976-2016). The task is: Predict the product of the given reaction. Given the reactants [Br:1][C:2]1[CH:25]=[CH:24][C:5]([CH2:6][NH:7][C:8]([C:10]2[CH:20]=[C:19]([N+:21]([O-])=O)[CH:18]=[CH:17][C:11]=2[O:12][CH2:13][C:14]([OH:16])=[O:15])=[O:9])=[C:4]([F:26])[CH:3]=1.[H][H], predict the reaction product. The product is: [NH2:21][C:19]1[CH:18]=[CH:17][C:11]([O:12][CH2:13][C:14]([OH:16])=[O:15])=[C:10]([C:8](=[O:9])[NH:7][CH2:6][C:5]2[CH:24]=[CH:25][C:2]([Br:1])=[CH:3][C:4]=2[F:26])[CH:20]=1.